This data is from Catalyst prediction with 721,799 reactions and 888 catalyst types from USPTO. The task is: Predict which catalyst facilitates the given reaction. Reactant: [C:1]([O:5][C:6]([NH:8][C:9]1[N:10]=[CH:11][S:12][C:13]=1[C:14]([OH:16])=O)=[O:7])([CH3:4])([CH3:3])[CH3:2].[F:17][C:18]1([F:28])[O:22][C:21]2[CH:23]=[CH:24][C:25]([NH2:27])=[CH:26][C:20]=2[O:19]1.C(N(CC)CC)C.F[P-](F)(F)(F)(F)F.N1(O[P+](N2CCCC2)(N2CCCC2)N2CCCC2)C2C=CC=CC=2N=N1. Product: [F:28][C:18]1([F:17])[O:22][C:21]2[CH:23]=[CH:24][C:25]([NH:27][C:14]([C:13]3[S:12][CH:11]=[N:10][C:9]=3[NH:8][C:6](=[O:7])[O:5][C:1]([CH3:2])([CH3:3])[CH3:4])=[O:16])=[CH:26][C:20]=2[O:19]1. The catalyst class is: 42.